From a dataset of Forward reaction prediction with 1.9M reactions from USPTO patents (1976-2016). Predict the product of the given reaction. (1) Given the reactants Cl([O-])=O.[Na+].[OH2:5].P([O-])(O)(O)=O.[Na+].[Br:12][C:13]1[N:14]=[C:15]([CH3:20])[NH:16][C:17]=1[CH:18]=[O:19].CC(=CC)C, predict the reaction product. The product is: [Br:12][C:13]1[N:14]=[C:15]([CH3:20])[NH:16][C:17]=1[C:18]([OH:5])=[O:19]. (2) Given the reactants Cl[C:2]1[C:11]2[C:6](=[CH:7][C:8]([O:14][CH2:15][CH2:16][CH2:17][N:18]3[CH2:23][CH2:22][O:21][CH2:20][CH2:19]3)=[C:9]([O:12][CH3:13])[CH:10]=2)[N:5]=[CH:4][N:3]=1.Cl.[NH2:25][C:26]1[NH:30][N:29]=[C:28]([CH2:31][C:32]([O:34][CH3:35])=[O:33])[CH:27]=1, predict the reaction product. The product is: [CH3:13][O:12][C:9]1[CH:10]=[C:11]2[C:6](=[CH:7][C:8]=1[O:14][CH2:15][CH2:16][CH2:17][N:18]1[CH2:23][CH2:22][O:21][CH2:20][CH2:19]1)[N:5]=[CH:4][N:3]=[C:2]2[NH:25][C:26]1[NH:30][N:29]=[C:28]([CH2:31][C:32]([O:34][CH3:35])=[O:33])[CH:27]=1. (3) Given the reactants Br[C:2]1[S:6][C:5]2[CH:7]=[C:8]([Br:10])[S:9][C:4]=2[CH:3]=1.[CH3:11][O:12][C:13](=[O:46])[NH:14][C@H:15]([C:19]([N:21]1[CH2:25][CH2:24][CH2:23][C@H:22]1[C:26]1[NH:27][C:28]([C:31]2[CH:36]=[CH:35][C:34](B3OC(C)(C)C(C)(C)O3)=[CH:33][CH:32]=2)=[CH:29][N:30]=1)=[O:20])[CH:16]([CH3:18])[CH3:17], predict the reaction product. The product is: [CH3:11][O:12][C:13](=[O:46])[NH:14][C@H:15]([C:19]([N:21]1[CH2:25][CH2:24][CH2:23][C@H:22]1[C:26]1[NH:27][C:28]([C:31]2[CH:32]=[CH:33][C:34]([C:2]3[S:6][C:5]4[CH:7]=[C:8]([Br:10])[S:9][C:4]=4[CH:3]=3)=[CH:35][CH:36]=2)=[CH:29][N:30]=1)=[O:20])[CH:16]([CH3:18])[CH3:17]. (4) Given the reactants [Cl:1][C:2]1[CH:3]=[N:4][N:5]([C:7]2[CH:28]=[CH:27][C:10]([O:11][CH2:12][C@H:13]3[CH2:18][CH2:17][O:16][CH2:15][C@@H:14]3[NH:19]C(=O)OC(C)(C)C)=[C:9]([F:29])[CH:8]=2)[CH:6]=1, predict the reaction product. The product is: [ClH:1].[Cl:1][C:2]1[CH:3]=[N:4][N:5]([C:7]2[CH:28]=[CH:27][C:10]([O:11][CH2:12][C@H:13]3[CH2:18][CH2:17][O:16][CH2:15][C@@H:14]3[NH2:19])=[C:9]([F:29])[CH:8]=2)[CH:6]=1. (5) Given the reactants [CH2:1]([N:8]1[CH2:13][CH:12]=[C:11]([N:14]2[CH2:18][CH2:17][CH2:16]C2)[CH2:10][CH2:9]1)[C:2]1[CH:7]=[CH:6][CH:5]=[CH:4][CH:3]=1.C(N)(=[O:22])C#C, predict the reaction product. The product is: [CH2:1]([N:8]1[CH2:9][CH2:10][C:11]2[NH:14][C:18](=[O:22])[CH:17]=[CH:16][C:12]=2[CH2:13]1)[C:2]1[CH:3]=[CH:4][CH:5]=[CH:6][CH:7]=1. (6) Given the reactants Cl[C:2]1[CH:7]=[CH:6][CH:5]=[C:4]([CH3:8])[N:3]=1.C([O-])([O-])=O.[K+].[K+].[CH2:15]([SH:22])[C:16]1[CH:21]=[CH:20][CH:19]=[CH:18][CH:17]=1, predict the reaction product. The product is: [CH2:15]([S:22][C:2]1[CH:7]=[CH:6][CH:5]=[C:4]([CH3:8])[N:3]=1)[C:16]1[CH:21]=[CH:20][CH:19]=[CH:18][CH:17]=1. (7) Given the reactants C(Cl)(=O)C(Cl)=O.CS(C)=O.[OH:11][CH2:12][CH:13]1[CH2:18][CH2:17][CH:16]([CH2:19][C:20]#[N:21])[CH2:15][CH2:14]1.C(N(CC)CC)C.[Na+].[Cl-], predict the reaction product. The product is: [CH:12]([CH:13]1[CH2:18][CH2:17][CH:16]([CH2:19][C:20]#[N:21])[CH2:15][CH2:14]1)=[O:11]. (8) Given the reactants [C:1]([O:7][C:8]1[CH:13]=[C:12]([CH2:14][CH2:15][OH:16])[O:11][C:10](=[O:17])[C:9]=1[C:18]1[C:23]([CH3:24])=[CH:22][C:21]([CH3:25])=[CH:20][C:19]=1[CH3:26])(=[O:6])[C:2]([CH3:5])([CH3:4])[CH3:3].C(N(CC)CC)C.[S:34](Cl)([CH3:37])(=[O:36])=[O:35], predict the reaction product. The product is: [C:1]([O:7][C:8]1[CH:13]=[C:12]([CH2:14][CH2:15][O:16][S:34]([CH3:37])(=[O:36])=[O:35])[O:11][C:10](=[O:17])[C:9]=1[C:18]1[C:19]([CH3:26])=[CH:20][C:21]([CH3:25])=[CH:22][C:23]=1[CH3:24])(=[O:6])[C:2]([CH3:4])([CH3:3])[CH3:5]. (9) Given the reactants [Cl:1][C:2]1[C:21](I)=[CH:20][C:5]([C:6]([NH:8][C:9]2[CH:14]=[CH:13][C:12]([O:15][C:16]([F:19])([F:18])[F:17])=[CH:11][CH:10]=2)=[O:7])=[CH:4][N:3]=1.[F:23][C:24]1[CH:25]=[N:26][CH:27]=[C:28](B2OC(C)(C)C(C)(C)O2)[CH:29]=1, predict the reaction product. The product is: [Cl:1][C:2]1[C:21]([C:28]2[CH:27]=[N:26][CH:25]=[C:24]([F:23])[CH:29]=2)=[CH:20][C:5]([C:6]([NH:8][C:9]2[CH:14]=[CH:13][C:12]([O:15][C:16]([F:19])([F:18])[F:17])=[CH:11][CH:10]=2)=[O:7])=[CH:4][N:3]=1. (10) Given the reactants [CH2:1]([O:3][C:4](=[O:6])[CH3:5])[CH3:2].Br[C:8]1[CH:9]=[C:10]([S:15][C:16]2[CH:26]=[CH:25][C:19]([O:20]CC(O)=O)=[C:18]([CH3:27])[CH:17]=2)[CH:11]=[C:12]([OH:14])[CH:13]=1.[C:28]1([C:34]#[CH:35])[CH:33]=[CH:32][CH:31]=[CH:30][CH:29]=1, predict the reaction product. The product is: [CH2:1]([O:3][C:4](=[O:6])[CH2:5][O:20][C:19]1[CH:25]=[CH:26][C:16]([S:15][C:10]2[CH:9]=[C:8]([C:35]#[C:34][C:28]3[CH:33]=[CH:32][CH:31]=[CH:30][CH:29]=3)[CH:13]=[C:12]([OH:14])[CH:11]=2)=[CH:17][C:18]=1[CH3:27])[CH3:2].